From a dataset of Catalyst prediction with 721,799 reactions and 888 catalyst types from USPTO. Predict which catalyst facilitates the given reaction. (1) Reactant: [Br:1]Br.[C:3]([C:6]1[CH:7]=[C:8]([NH:14][S:15]([CH3:18])(=[O:17])=[O:16])[CH:9]=[C:10]([C:12]#[N:13])[CH:11]=1)(=[O:5])[CH3:4]. Product: [Br:1][CH2:4][C:3]([C:6]1[CH:7]=[C:8]([NH:14][S:15]([CH3:18])(=[O:16])=[O:17])[CH:9]=[C:10]([C:12]#[N:13])[CH:11]=1)=[O:5]. The catalyst class is: 28. (2) Reactant: F[P-](F)(F)(F)(F)F.[N:8]1(OC(N(C)C)=[N+](C)C)[C:12]2[CH:13]=[CH:14][CH:15]=CC=2N=N1.[NH2:25][C:26]1[N:34]=[C:33]([C:35](O)=[O:36])[N:32]=[C:31]2[C:27]=1[NH:28][CH:29]([O:45][CH3:46])[N:30]2[CH2:38][C:39]1[CH:44]=[CH:43][CH:42]=[CH:41][CH:40]=1.C(N(C(C)C)CC)(C)C.NCC1CC1. Product: [NH2:25][C:26]1[N:34]=[C:33]([C:35]([NH:8][CH2:12][CH:13]2[CH2:15][CH2:14]2)=[O:36])[N:32]=[C:31]2[C:27]=1[NH:28][CH:29]([O:45][CH3:46])[N:30]2[CH2:38][C:39]1[CH:44]=[CH:43][CH:42]=[CH:41][CH:40]=1. The catalyst class is: 44. (3) Reactant: Br.[NH2:2][C:3]1[C:4]([OH:18])=[C:5]([C:10]2[O:14][C:13]([C:15]([OH:17])=[O:16])=[CH:12][CH:11]=2)[CH:6]=[C:7]([CH3:9])[CH:8]=1.[N:19]([O-])=O.[Na+].[CH3:23][C:24]1[CH2:25][C:26](=[O:39])[N:27]([C:29]2[CH:38]=[CH:37][C:36]3[CH2:35][CH2:34][CH2:33][CH2:32][C:31]=3[CH:30]=2)[N:28]=1.C(=O)(O)[O-].[Na+]. Product: [OH:18][C:4]1[C:3]([NH:2][N:19]=[C:25]2[C:26](=[O:39])[N:27]([C:29]3[CH:38]=[CH:37][C:36]4[CH2:35][CH2:34][CH2:33][CH2:32][C:31]=4[CH:30]=3)[N:28]=[C:24]2[CH3:23])=[CH:8][C:7]([CH3:9])=[CH:6][C:5]=1[C:10]1[O:14][C:13]([C:15]([OH:17])=[O:16])=[CH:12][CH:11]=1. The catalyst class is: 502. (4) The catalyst class is: 13. Product: [N+:1]([C:4]1[CH:9]=[CH:8][C:7]([O:10][C:31](=[O:32])[CH2:30][CH2:29][CH2:28][CH2:27][CH2:26][O:25][C:24]2[CH:23]=[CH:22][C:21]([N+:18]([O-:20])=[O:19])=[CH:35][CH:34]=2)=[CH:6][CH:5]=1)([O-:3])=[O:2]. Reactant: [N+:1]([C:4]1[CH:9]=[CH:8][C:7]([OH:10])=[CH:6][CH:5]=1)([O-:3])=[O:2].C(N(CC)CC)C.[N+:18]([C:21]1[CH:35]=[CH:34][C:24]([O:25][CH2:26][CH2:27][CH2:28][CH2:29][CH2:30][C:31](Cl)=[O:32])=[CH:23][CH:22]=1)([O-:20])=[O:19]. (5) The catalyst class is: 4. Product: [F:46][C:47]([F:52])([F:51])[C:48]([OH:50])=[O:49].[Cl:19][C:15]1[C:14]([F:20])=[C:13]([CH:12]2[C:11]([C:23]3[CH:28]=[CH:27][C:26]([Cl:29])=[CH:25][C:24]=3[F:30])([C:21]#[N:22])[CH:10]([CH2:31][C:32]([CH2:35][CH3:36])([CH2:37][OH:38])[CH2:33][CH3:34])[NH:9][CH:8]2[C:6]([OH:7])=[O:5])[CH:18]=[CH:17][CH:16]=1. Reactant: C([O:5][C:6]([CH:8]1[CH:12]([C:13]2[CH:18]=[CH:17][CH:16]=[C:15]([Cl:19])[C:14]=2[F:20])[C:11]([C:23]2[CH:28]=[CH:27][C:26]([Cl:29])=[CH:25][C:24]=2[F:30])([C:21]#[N:22])[CH:10]([CH2:31][C:32]([C:37](C)(C)[O:38][SiH2]C(C)(C)C)([CH2:35][CH3:36])[CH2:33][CH3:34])[NH:9]1)=[O:7])(C)(C)C.[F:46][C:47]([F:52])([F:51])[C:48]([OH:50])=[O:49]. (6) Reactant: F[C:2]1[C:3]([C:8]#[N:9])=[N:4][CH:5]=[CH:6][CH:7]=1.[CH3:10][NH:11][NH2:12]. Product: [CH3:10][N:11]1[C:2]2[C:3](=[N:4][CH:5]=[CH:6][CH:7]=2)[C:8]([NH2:9])=[N:12]1. The catalyst class is: 8.